Dataset: Forward reaction prediction with 1.9M reactions from USPTO patents (1976-2016). Task: Predict the product of the given reaction. (1) Given the reactants C1(S(O)(=O)=[O:8])C=CC=CC=1.[CH:11]([C@:14]1([C:28]([N:30]2[CH2:39][CH2:38][C:37]3[N:36]=[CH:35][C:34]([C:40]([F:43])([F:42])[F:41])=[CH:33][C:32]=3[CH2:31]2)=[O:29])[CH2:18][CH2:17][C@@H:16]([NH:19][C@H:20]2[CH2:25][CH2:24][O:23][CH2:22][C@H:21]2[O:26][CH3:27])[CH2:15]1)([CH3:13])[CH3:12].[C:44]([O-:47])([O-:46])=O.[K+].[K+], predict the reaction product. The product is: [C:24]([OH:8])(=[O:23])[CH2:25][CH2:20][C:44]([OH:47])=[O:46].[CH:11]([C@:14]1([C:28]([N:30]2[CH2:39][CH2:38][C:37]3[N:36]=[CH:35][C:34]([C:40]([F:43])([F:41])[F:42])=[CH:33][C:32]=3[CH2:31]2)=[O:29])[CH2:18][CH2:17][C@@H:16]([NH:19][C@H:20]2[CH2:25][CH2:24][O:23][CH2:22][C@H:21]2[O:26][CH3:27])[CH2:15]1)([CH3:13])[CH3:12]. (2) Given the reactants [Cl:1][C:2]1[CH:7]=[CH:6][C:5]([S:8][C:9]2[C:17]3[C:16]([CH:18]([OH:20])[CH3:19])=[CH:15][C:14]([F:21])=[CH:13][C:12]=3[N:11]3[CH2:22][CH2:23][CH:24]([CH2:25][C:26]([O:28][CH3:29])=[O:27])[C:10]=23)=[CH:4][CH:3]=1.[H-].[Na+].[CH3:32]I, predict the reaction product. The product is: [Cl:1][C:2]1[CH:7]=[CH:6][C:5]([S:8][C:9]2[C:17]3[C:16]([CH:18]([O:20][CH3:32])[CH3:19])=[CH:15][C:14]([F:21])=[CH:13][C:12]=3[N:11]3[CH2:22][CH2:23][CH:24]([CH2:25][C:26]([O:28][CH3:29])=[O:27])[C:10]=23)=[CH:4][CH:3]=1. (3) Given the reactants [Cl:1][C:2]1[CH:3]=[C:4]([S:9](Cl)(=[O:11])=[O:10])[CH:5]=[C:6]([Cl:8])[CH:7]=1.[Cl:13][C:14]1[C:15]([OH:54])=[C:16]([S:21]([N:24]([CH2:46][C:47]2[CH:52]=[CH:51][C:50]([F:53])=[CH:49][CH:48]=2)[CH2:25][C:26]2[CH:31]=[C:30]([CH2:32][NH:33][CH2:34][CH:35]([CH3:37])[CH3:36])[CH:29]=[C:28]([O:38][C:39]3[CH:44]=[CH:43][C:42]([F:45])=[CH:41][CH:40]=3)[CH:27]=2)(=[O:23])=[O:22])[CH:17]=[C:18]([Cl:20])[CH:19]=1.CCN(CC)CC, predict the reaction product. The product is: [Cl:13][C:14]1[C:15]([OH:54])=[C:16]([S:21]([N:24]([CH2:25][C:26]2[CH:27]=[C:28]([O:38][C:39]3[CH:44]=[CH:43][C:42]([F:45])=[CH:41][CH:40]=3)[CH:29]=[C:30]([CH2:32][N:33]([CH2:34][CH:35]([CH3:37])[CH3:36])[S:9]([C:4]3[CH:3]=[C:2]([Cl:1])[CH:7]=[C:6]([Cl:8])[CH:5]=3)(=[O:11])=[O:10])[CH:31]=2)[CH2:46][C:47]2[CH:48]=[CH:49][C:50]([F:53])=[CH:51][CH:52]=2)(=[O:23])=[O:22])[CH:17]=[C:18]([Cl:20])[CH:19]=1. (4) Given the reactants Cl[C:2]1[C:3]([CH2:8][C:9]([O:11][CH2:12][CH3:13])=[O:10])=[N:4][CH:5]=[CH:6][N:7]=1.CN(C=O)C.[CH3:19][Si:20]([C:23]#[CH:24])([CH3:22])[CH3:21], predict the reaction product. The product is: [CH3:19][Si:20]([C:23]#[C:24][C:2]1[C:3]([CH2:8][C:9]([O:11][CH2:12][CH3:13])=[O:10])=[N:4][CH:5]=[CH:6][N:7]=1)([CH3:22])[CH3:21]. (5) Given the reactants [Cl:1][C:2]1[N:7]=[C:6]([N:8]2[CH2:12][CH2:11][C:10]([CH:15]([CH3:17])[CH3:16])([C:13]#[N:14])[C:9]2=[O:18])[CH:5]=[CH:4][N:3]=1, predict the reaction product. The product is: [Cl:1][C:2]1[N:7]=[C:6]([N:8]2[CH2:12][CH2:11][C@:10]([CH:15]([CH3:16])[CH3:17])([C:13]#[N:14])[C:9]2=[O:18])[CH:5]=[CH:4][N:3]=1. (6) Given the reactants [CH3:1][S:2](=[O:19])([CH:7]([C:9]1[CH:10]=[N:11][C:12]([C:15]([F:18])([F:17])[F:16])=[CH:13][CH:14]=1)[CH3:8])=[N:3][C:4]([NH2:6])=[S:5].Br[CH:21]1[CH2:29][CH2:28][C:24]2=[N:25][O:26][N:27]=[C:23]2[C:22]1=O, predict the reaction product. The product is: [CH3:1][S:2](=[N:3][C:4]1[S:5][C:29]2[CH2:21][CH2:22][C:23]3[C:24]([C:28]=2[N:6]=1)=[N:25][O:26][N:27]=3)(=[O:19])[CH:7]([C:9]1[CH:10]=[N:11][C:12]([C:15]([F:17])([F:18])[F:16])=[CH:13][CH:14]=1)[CH3:8].